The task is: Predict the reaction yield, written as a fraction of the theoretical maximum amount of product (1.0 means a 100% yield; for example, 0.34 means a 34% yield).. This data is from Reaction yield outcomes from USPTO patents with 853,638 reactions. (1) The yield is 0.580. The reactants are [OH:1][C:2]1[CH:7]=[CH:6][C:5](/[CH:8]=[CH:9]/[C:10](=[O:18])[CH2:11][CH2:12][CH2:13][CH2:14][CH2:15][CH2:16][CH3:17])=[CH:4][C:3]=1[O:19][CH3:20].[H][H]. The product is [OH:1][C:2]1[CH:7]=[CH:6][C:5]([CH2:8][CH2:9][C:10](=[O:18])[CH2:11][CH2:12][CH2:13][CH2:14][CH2:15][CH2:16][CH3:17])=[CH:4][C:3]=1[O:19][CH3:20]. The catalyst is C(O)C.[C].[Pd]. (2) The reactants are [C:1]([O:5][C:6]([N:8]1[CH2:13][CH2:12][N:11]([C:14]([O:16][CH2:17][C:18]2[CH:23]=[CH:22][CH:21]=[CH:20][CH:19]=2)=[O:15])[C@H:10]([C:24]2[NH:28][C:27]3[CH:29]=[CH:30][C:31]([C:33]#[CH:34])=[CH:32][C:26]=3[N:25]=2)[CH2:9]1)=[O:7])([CH3:4])([CH3:3])[CH3:2].[CH2:35]([O:42][C:43]([N:45]1[CH2:50][CH2:49][CH2:48][CH2:47][C@H:46]1[C:51]1[NH:55][C:54]2[CH:56]=[CH:57][C:58](I)=[CH:59][C:53]=2[N:52]=1)=[O:44])[C:36]1[CH:41]=[CH:40][CH:39]=[CH:38][CH:37]=1. The catalyst is CN(C=O)C.CCOC(C)=O.O.[Cu]I.C1(C=CC=CC=1)[P](C1C=CC=CC=1)(C1C=CC=CC=1)[Pd][P](C1C=CC=CC=1)(C1C=CC=CC=1)C1C=CC=CC=1. The product is [C:1]([O:5][C:6]([N:8]1[CH2:13][CH2:12][N:11]([C:14]([O:16][CH2:17][C:18]2[CH:23]=[CH:22][CH:21]=[CH:20][CH:19]=2)=[O:15])[C@H:10]([C:24]2[NH:28][C:27]3[CH:29]=[CH:30][C:31]([C:33]#[C:34][C:57]4[CH:58]=[CH:59][C:53]5[NH:52][C:51]([C@@H:46]6[CH2:47][CH2:48][CH2:49][CH2:50][N:45]6[C:43]([O:42][CH2:35][C:36]6[CH:41]=[CH:40][CH:39]=[CH:38][CH:37]=6)=[O:44])=[N:55][C:54]=5[CH:56]=4)=[CH:32][C:26]=3[N:25]=2)[CH2:9]1)=[O:7])([CH3:4])([CH3:3])[CH3:2]. The yield is 0.0700. (3) The yield is 0.400. The reactants are Br[C:2]1[CH:3]=[C:4]([NH:10][C:11]2[CH:16]=[N:15][CH:14]=[CH:13][N:12]=2)[C:5](=[O:9])[N:6]([CH3:8])[CH:7]=1.[C:17]([O:20][CH2:21][C:22]1[C:23]([N:37]2[CH2:49][CH2:48][N:40]3[C:41]4[CH2:42][CH2:43][CH2:44][CH2:45][C:46]=4[CH:47]=[C:39]3[C:38]2=[O:50])=[N:24][CH:25]=[CH:26][C:27]=1B1OC(C)(C)C(C)(C)O1)(=[O:19])[CH3:18].[O-]P([O-])([O-])=O.[K+].[K+].[K+].C([O-])(=O)C.[Na+]. The product is [C:17]([O:20][CH2:21][C:22]1[C:23]([N:37]2[CH2:49][CH2:48][N:40]3[C:41]4[CH2:42][CH2:43][CH2:44][CH2:45][C:46]=4[CH:47]=[C:39]3[C:38]2=[O:50])=[N:24][CH:25]=[CH:26][C:27]=1[C:2]1[CH:3]=[C:4]([NH:10][C:11]2[CH:16]=[N:15][CH:14]=[CH:13][N:12]=2)[C:5](=[O:9])[N:6]([CH3:8])[CH:7]=1)(=[O:19])[CH3:18]. The catalyst is C1C=CC(P(C2C=CC=CC=2)[C-]2C=CC=C2)=CC=1.C1C=CC(P(C2C=CC=CC=2)[C-]2C=CC=C2)=CC=1.Cl[Pd]Cl.[Fe+2].O.C(#N)C. (4) The reactants are [C:1]([O:5][C:6]([N:8]1[CH2:11][CH:10]([C:12]([OH:14])=[O:13])[CH2:9]1)=[O:7])([CH3:4])(C)C.Cl.[OH-].[Na+].ClC(OC[C:23]1[CH:28]=[CH:27]C=[CH:25][CH:24]=1)=O. The catalyst is CO.O1CCOCC1. The product is [CH2:1]([O:5][C:6]([N:8]1[CH2:9][CH:10]([C:12]([OH:14])=[O:13])[CH2:11]1)=[O:7])[C:4]1[CH:27]=[CH:28][CH:23]=[CH:24][CH:25]=1. The yield is 0.600. (5) The reactants are [CH3:1][C@H:2]1[C:10]2[C:9](O)=[N:8][CH:7]=[N:6][C:5]=2[CH2:4][CH2:3]1.O=P(Cl)(Cl)[Cl:14]. No catalyst specified. The product is [Cl:14][C:9]1[C:10]2[C@H:2]([CH3:1])[CH2:3][CH2:4][C:5]=2[N:6]=[CH:7][N:8]=1. The yield is 0.490. (6) The reactants are [CH3:1][O:2][C:3]1[CH:4]=[C:5]2[C:10](=[CH:11][C:12]=1[O:13][CH3:14])[N:9]=[CH:8][CH:7]=[C:6]2[O:15][C:16]1[C:22]([CH3:23])=[CH:21][C:19]([NH2:20])=[C:18]([CH3:24])[CH:17]=1.Cl[C:26](Cl)([O:28]C(=O)OC(Cl)(Cl)Cl)Cl.[C:37]1([CH:43]([OH:46])[CH2:44][CH3:45])[CH:42]=[CH:41][CH:40]=[CH:39][CH:38]=1.C(=O)(O)[O-].[Na+]. The catalyst is C(Cl)Cl.C(N(CC)CC)C.C1(C)C=CC=CC=1. The product is [CH3:1][O:2][C:3]1[CH:4]=[C:5]2[C:10](=[CH:11][C:12]=1[O:13][CH3:14])[N:9]=[CH:8][CH:7]=[C:6]2[O:15][C:16]1[C:22]([CH3:23])=[CH:21][C:19]([NH:20][C:26](=[O:28])[O:46][CH:43]([C:37]2[CH:42]=[CH:41][CH:40]=[CH:39][CH:38]=2)[CH2:44][CH3:45])=[C:18]([CH3:24])[CH:17]=1. The yield is 0.970. (7) The reactants are [Cl:1][C:2]1[CH:7]=[CH:6][C:5]([S:8]([NH:11][CH2:12][C:13]2[O:14][CH:15]=[C:16]([OH:20])[C:17](=[O:19])[CH:18]=2)(=[O:10])=[O:9])=[CH:4][CH:3]=1.[OH:21][C:22]1C(=O)C=C(CNS(C2C=CC=CC=2)(=O)=O)OC=1CO. No catalyst specified. The product is [Cl:1][C:2]1[CH:3]=[CH:4][C:5]([S:8]([NH:11][CH2:12][C:13]2[O:14][C:15]([CH2:22][OH:21])=[C:16]([OH:20])[C:17](=[O:19])[CH:18]=2)(=[O:10])=[O:9])=[CH:6][CH:7]=1. The yield is 0.456. (8) The reactants are [Cl-].[Ca+2].[Cl-].[N+:4]([C:7]1[CH:8]=[C:9]([CH:31]=[CH:32][CH:33]=1)[O:10][CH2:11][C:12]1[CH:17]=[CH:16][C:15]([CH:18]2[CH2:23][CH2:22][N:21]([C:24]([O:26][C:27]([CH3:30])([CH3:29])[CH3:28])=[O:25])[CH2:20][CH2:19]2)=[CH:14][N:13]=1)([O-])=O. The catalyst is C(O)C.[Zn]. The product is [NH2:4][C:7]1[CH:8]=[C:9]([CH:31]=[CH:32][CH:33]=1)[O:10][CH2:11][C:12]1[CH:17]=[CH:16][C:15]([CH:18]2[CH2:23][CH2:22][N:21]([C:24]([O:26][C:27]([CH3:29])([CH3:30])[CH3:28])=[O:25])[CH2:20][CH2:19]2)=[CH:14][N:13]=1. The yield is 0.940. (9) The reactants are [N+:1]([C:4]1[CH:17]=[CH:16][C:7]([O:8][CH:9]2[CH2:14][CH2:13][N:12]([CH3:15])[CH2:11][CH2:10]2)=[C:6]([O:18][CH3:19])[CH:5]=1)([O-])=O.[H][H]. The catalyst is C(O)C.[Pd]. The product is [CH3:19][O:18][C:6]1[CH:5]=[C:4]([CH:17]=[CH:16][C:7]=1[O:8][CH:9]1[CH2:14][CH2:13][N:12]([CH3:15])[CH2:11][CH2:10]1)[NH2:1]. The yield is 0.910.